This data is from Forward reaction prediction with 1.9M reactions from USPTO patents (1976-2016). The task is: Predict the product of the given reaction. (1) Given the reactants Cl[C:2]1[C:7]([C:8]([F:11])([F:10])[F:9])=[CH:6][N:5]=[C:4]([NH:12][C:13]2[CH:27]=[CH:26][C:16]([CH2:17][P:18](=[O:25])([O:22][CH2:23][CH3:24])[O:19][CH2:20][CH3:21])=[CH:15][C:14]=2[O:28][CH3:29])[N:3]=1.[NH2:30][C:31]1[CH:32]=[CH:33][C:34]([C:42]([N:44]2[CH2:48][CH2:47][CH2:46][CH2:45]2)=[O:43])=[C:35]2[C:39]=1[C:38](=[O:40])[N:37]([CH3:41])[CH2:36]2, predict the reaction product. The product is: [CH3:29][O:28][C:14]1[CH:15]=[C:16]([CH:26]=[CH:27][C:13]=1[NH:12][C:4]1[N:3]=[C:2]([NH:30][C:31]2[CH:32]=[CH:33][C:34]([C:42]([N:44]3[CH2:45][CH2:46][CH2:47][CH2:48]3)=[O:43])=[C:35]3[C:39]=2[C:38](=[O:40])[N:37]([CH3:41])[CH2:36]3)[C:7]([C:8]([F:11])([F:10])[F:9])=[CH:6][N:5]=1)[CH2:17][P:18](=[O:25])([O:22][CH2:23][CH3:24])[O:19][CH2:20][CH3:21]. (2) Given the reactants [OH-].[Li+].C[O:4][C:5](=[O:30])[CH2:6][C:7]1[CH:16]=[C:15]([O:17][C:18]2[CH:23]=[CH:22][C:21]([S:24]([CH2:27][CH3:28])(=[O:26])=[O:25])=[CH:20][CH:19]=2)[C:14]2[C:9](=[CH:10][CH:11]=[C:12]([F:29])[CH:13]=2)[CH:8]=1.Cl, predict the reaction product. The product is: [CH2:27]([S:24]([C:21]1[CH:22]=[CH:23][C:18]([O:17][C:15]2[C:14]3[C:9](=[CH:10][CH:11]=[C:12]([F:29])[CH:13]=3)[CH:8]=[C:7]([CH2:6][C:5]([OH:30])=[O:4])[CH:16]=2)=[CH:19][CH:20]=1)(=[O:25])=[O:26])[CH3:28]. (3) Given the reactants C([N:8]1[CH2:13][CH2:12][O:11][CH:10]([CH2:14][NH:15][C:16](=[O:24])[C:17]2[CH:22]=[CH:21][C:20]([OH:23])=[CH:19][CH:18]=2)[CH2:9]1)C1C=CC=CC=1.[CH2:25]([O:32][C:33]([O:35]N1C(=O)CCC1=O)=O)[C:26]1[CH:31]=[CH:30][CH:29]=[CH:28][CH:27]=1, predict the reaction product. The product is: [CH2:25]([O:32][C:33]([N:8]1[CH2:13][CH2:12][O:11][CH:10]([CH2:14][NH:15][C:16](=[O:24])[C:17]2[CH:22]=[CH:21][C:20]([OH:23])=[CH:19][CH:18]=2)[CH2:9]1)=[O:35])[C:26]1[CH:27]=[CH:28][CH:29]=[CH:30][CH:31]=1. (4) Given the reactants [CH3:1][C:2]1[CH:3]=[C:4]([C:11]2[CH2:16][N:15]([CH2:17][CH2:18][CH3:19])[CH2:14][CH2:13][CH:12]=2)[CH:5]=[CH:6][C:7]=1[N+:8]([O-])=O.O.NN, predict the reaction product. The product is: [CH3:1][C:2]1[CH:3]=[C:4]([C:11]2[CH2:16][N:15]([CH2:17][CH2:18][CH3:19])[CH2:14][CH2:13][CH:12]=2)[CH:5]=[CH:6][C:7]=1[NH2:8]. (5) Given the reactants [N:1]1[CH:6]=[CH:5][CH:4]=[C:3]([C:7]([OH:9])=O)[CH:2]=1.CCN=C=NCCCN(C)C.C(N(CC)CC)C.[NH2:28][CH2:29][CH2:30][C:31]1[CH:36]=[CH:35][C:34]([O:37][C:38](=[O:47])[N:39]([CH3:46])[C:40]2[CH:45]=[CH:44][CH:43]=[CH:42][CH:41]=2)=[CH:33][CH:32]=1.C(O)(C(F)(F)F)=O, predict the reaction product. The product is: [N:1]1[CH:6]=[CH:5][CH:4]=[C:3]([C:7]([NH:28][CH2:29][CH2:30][C:31]2[CH:32]=[CH:33][C:34]([O:37][C:38](=[O:47])[N:39]([CH3:46])[C:40]3[CH:41]=[CH:42][CH:43]=[CH:44][CH:45]=3)=[CH:35][CH:36]=2)=[O:9])[CH:2]=1. (6) Given the reactants CC1(C)C(C)(C)OB([C:9]2[CH:10]=[CH:11][C:12]([C:15]3[CH:20]=[CH:19][C:18]([N:21]4[C:33]5[CH:32]=[CH:31][CH:30]=[CH:29][C:28]=5[C:27]5[C:22]4=[CH:23][CH:24]=[CH:25][CH:26]=5)=[CH:17][CH:16]=3)=[N:13][CH:14]=2)O1.Br[C:36]1[CH:37]=[CH:38][C:39]([C:42]2[N:46]([C:47]3[CH:52]=[CH:51][CH:50]=[CH:49][CH:48]=3)[C:45]3[CH:53]=[CH:54][CH:55]=[CH:56][C:44]=3[N:43]=2)=[N:40][CH:41]=1.C([O-])([O-])=O.[Na+].[Na+].O, predict the reaction product. The product is: [C:47]1([N:46]2[C:45]3[CH:53]=[CH:54][CH:55]=[CH:56][C:44]=3[N:43]=[C:42]2[C:39]2[N:40]=[CH:41][C:36]([C:9]3[CH:14]=[N:13][C:12]([C:15]4[CH:16]=[CH:17][C:18]([N:21]5[C:22]6[CH:23]=[CH:24][CH:25]=[CH:26][C:27]=6[C:28]6[C:33]5=[CH:32][CH:31]=[CH:30][CH:29]=6)=[CH:19][CH:20]=4)=[CH:11][CH:10]=3)=[CH:37][CH:38]=2)[CH:52]=[CH:51][CH:50]=[CH:49][CH:48]=1. (7) Given the reactants [C:1]1([CH3:18])[CH:6]=[CH:5][C:4](S(OCCCCCC#C)(=O)=O)=[CH:3][CH:2]=1.[F:19][C:20]([F:30])([F:29])[CH2:21][CH2:22][S:23]([CH2:26][C:27]#[N:28])(=[O:25])=[O:24].C(=O)([O-])[O-].[K+].[K+].Cl, predict the reaction product. The product is: [F:30][C:20]([F:19])([F:29])[CH2:21][CH2:22][S:23]([CH:26]([CH2:6][CH2:5][CH2:4][CH2:3][CH2:2][C:1]#[CH:18])[C:27]#[N:28])(=[O:24])=[O:25]. (8) Given the reactants [F:1][C:2]1[CH:3]=[C:4]2[C:9](=[CH:10][CH:11]=1)[N:8]=[C:7]([C:12]1[CH:17]=[CH:16][C:15]([F:18])=[CH:14][CH:13]=1)[N:6]=[C:5]2[C:19](O)=[O:20].Cl.[CH3:23][O:24][C:25]1[CH:34]=[C:33]([O:35][CH3:36])[CH:32]=[C:31]2[C:26]=1[CH2:27][CH2:28][NH:29][CH2:30]2, predict the reaction product. The product is: [F:1][C:2]1[CH:3]=[C:4]2[C:9](=[CH:10][CH:11]=1)[N:8]=[C:7]([C:12]1[CH:17]=[CH:16][C:15]([F:18])=[CH:14][CH:13]=1)[N:6]=[C:5]2[C:19]([N:29]1[CH2:28][CH2:27][C:26]2[C:31](=[CH:32][C:33]([O:35][CH3:36])=[CH:34][C:25]=2[O:24][CH3:23])[CH2:30]1)=[O:20]. (9) The product is: [Br:9][C:7]1[CH:6]=[CH:5][C:3]([NH:4][C:21]2[C:26]([C:27]([OH:29])=[O:28])=[CH:25][N:24]=[C:23]([Cl:30])[CH:22]=2)=[C:2]([Cl:1])[CH:8]=1. Given the reactants [Cl:1][C:2]1[CH:8]=[C:7]([Br:9])[CH:6]=[CH:5][C:3]=1[NH2:4].[Li+].C[Si]([N-][Si](C)(C)C)(C)C.Cl[C:21]1[C:26]([C:27]([OH:29])=[O:28])=[CH:25][N:24]=[C:23]([Cl:30])[CH:22]=1, predict the reaction product. (10) Given the reactants [CH3:1][O:2][C:3]([C:5]1[N:10]=[C:9]([C:11]([OH:13])=O)[CH:8]=[CH:7][CH:6]=1)=[O:4].CN(C(ON1N=NC2C=CC=CC1=2)=[N+](C)C)C.F[P-](F)(F)(F)(F)F.Cl.[NH2:39][CH2:40][C:41]1[C:46]([CH2:47][CH3:48])=[N:45][C:44]2[N:49]([CH2:52][CH3:53])[N:50]=[CH:51][C:43]=2[C:42]=1[NH:54][CH:55]1[CH2:60][CH2:59][O:58][CH2:57][CH2:56]1, predict the reaction product. The product is: [CH2:52]([N:49]1[C:44]2=[N:45][C:46]([CH2:47][CH3:48])=[C:41]([CH2:40][NH:39][C:11]([C:9]3[N:10]=[C:5]([C:3]([O:2][CH3:1])=[O:4])[CH:6]=[CH:7][CH:8]=3)=[O:13])[C:42]([NH:54][CH:55]3[CH2:56][CH2:57][O:58][CH2:59][CH2:60]3)=[C:43]2[CH:51]=[N:50]1)[CH3:53].